This data is from Forward reaction prediction with 1.9M reactions from USPTO patents (1976-2016). The task is: Predict the product of the given reaction. (1) Given the reactants [NH2:1][C:2]1[CH:7]=[CH:6][C:5]([O:8][CH3:9])=[CH:4][C:3]=1[SH:10].[N+:11]([C:14]1[CH:22]=[CH:21][C:17]([C:18](Cl)=O)=[CH:16][CH:15]=1)([O-:13])=[O:12].C1(C)C=CC(S(O)(=O)=O)=CC=1, predict the reaction product. The product is: [N+:11]([C:14]1[CH:22]=[CH:21][C:17]([C:18]2[S:10][C:3]3[CH:4]=[C:5]([O:8][CH3:9])[CH:6]=[CH:7][C:2]=3[N:1]=2)=[CH:16][CH:15]=1)([O-:13])=[O:12]. (2) Given the reactants [O-]CC.[Na+].[C:5]([C:9]([CH3:11])=[O:10])([CH3:8])([CH3:7])[CH3:6].[C:12](OCC)(=[O:18])[C:13]([O:15][CH2:16][CH3:17])=[O:14], predict the reaction product. The product is: [CH2:16]([O:15][C:13](=[O:14])[C:12](=[O:18])[CH2:11][C:9](=[O:10])[C:5]([CH3:8])([CH3:7])[CH3:6])[CH3:17]. (3) Given the reactants [CH2:1]([O:8][C:9]1[CH:10]=[C:11]2[C:16](=[CH:17][C:18]=1[O:19][CH3:20])[CH:15]([CH2:21]S(C1N(C3C=CC=CC=3)N=NN=1)(=O)=O)[N:14](C(OC(C)(C)C)=O)[CH2:13][CH2:12]2)[C:2]1[CH:7]=[CH:6][CH:5]=[CH:4][CH:3]=1.[N:43]([CH2:46][CH2:47][CH2:48][CH2:49][O:50][C:51]1[C:52]([O:60][CH3:61])=[CH:53][C:54]([CH3:59])=[C:55]([CH:58]=1)[CH:56]=O)=[N+:44]=[N-:45].C[Si]([N-][Si](C)(C)C)(C)C.[Li+], predict the reaction product. The product is: [N:43]([CH2:46][CH2:47][CH2:48][CH2:49][O:50][C:51]1[C:52]([O:60][CH3:61])=[CH:53][C:54]([CH3:59])=[C:55](/[CH:56]=[CH:21]/[CH:15]2[C:16]3[C:11](=[CH:10][C:9]([O:8][CH2:1][C:2]4[CH:7]=[CH:6][CH:5]=[CH:4][CH:3]=4)=[C:18]([O:19][CH3:20])[CH:17]=3)[CH2:12][CH2:13][NH:14]2)[CH:58]=1)=[N+:44]=[N-:45].